From a dataset of Forward reaction prediction with 1.9M reactions from USPTO patents (1976-2016). Predict the product of the given reaction. (1) Given the reactants [Cl:1][C:2]1[N:7]=[CH:6][N:5]=[C:4]([NH:8][C:9]2[CH:14]=[CH:13][C:12]([Cl:15])=[CH:11][CH:10]=2)[C:3]=1[NH2:16].[Cl:17][C:18]1[CH:26]=[CH:25][CH:24]=[CH:23][C:19]=1[C:20](Cl)=[O:21].O, predict the reaction product. The product is: [Cl:17][C:18]1[CH:26]=[CH:25][CH:24]=[CH:23][C:19]=1[C:20]([NH:16][C:3]1[C:2]([Cl:1])=[N:7][CH:6]=[N:5][C:4]=1[NH:8][C:9]1[CH:10]=[CH:11][C:12]([Cl:15])=[CH:13][CH:14]=1)=[O:21]. (2) The product is: [F:1][C:2]1[CH:3]=[C:4]([C:9](=[O:20])[C:10](=[C:11]2[NH:12][C:13]3[CH:19]=[CH:18][CH:17]=[CH:16][C:14]=3[NH:15]2)[C:28]([C:27]2[CH:26]=[C:25]([S:22]([Cl:21])(=[O:24])=[O:23])[CH:33]=[CH:32][CH:31]=2)=[O:29])[CH:5]=[C:6]([F:8])[CH:7]=1. Given the reactants [F:1][C:2]1[CH:3]=[C:4]([C:9](=[O:20])[CH:10]=[C:11]2[NH:15][C:14]3[CH:16]=[CH:17][CH:18]=[CH:19][C:13]=3[NH:12]2)[CH:5]=[C:6]([F:8])[CH:7]=1.[Cl:21][S:22]([C:25]1[CH:26]=[C:27]([CH:31]=[CH:32][CH:33]=1)[C:28](Cl)=[O:29])(=[O:24])=[O:23], predict the reaction product. (3) Given the reactants Br[CH:2]([C:4]1[N:13]([CH2:14][C:15]2[CH:20]=[CH:19][CH:18]=[CH:17][CH:16]=2)[C:12](=[O:21])[C:11]2[C:6](=[CH:7][CH:8]=[CH:9][CH:10]=2)[N:5]=1)[CH3:3].[CH3:22][O:23][C:24]1[CH:30]=[CH:29][C:27]([NH2:28])=[CH:26][CH:25]=1, predict the reaction product. The product is: [CH3:22][O:23][C:24]1[CH:30]=[CH:29][C:27]([NH:28][CH:2]([C:4]2[N:13]([CH2:14][C:15]3[CH:20]=[CH:19][CH:18]=[CH:17][CH:16]=3)[C:12](=[O:21])[C:11]3[C:6](=[CH:7][CH:8]=[CH:9][CH:10]=3)[N:5]=2)[CH3:3])=[CH:26][CH:25]=1. (4) Given the reactants [CH2:1]([CH:3]([N:6]1[CH:10]=[C:9]([NH:11][C:12](=[O:18])[CH:13]([NH2:17])[CH2:14][CH2:15][CH3:16])[N:8]=[CH:7]1)[CH2:4][CH3:5])[CH3:2].[F:19][C:20]1[CH:21]=[C:22]2[C:27](=[C:28]([F:30])[CH:29]=1)[CH2:26][C:25](=O)[CH2:24][CH2:23]2, predict the reaction product. The product is: [CH2:1]([CH:3]([N:6]1[CH:10]=[C:9]([NH:11][C:12](=[O:18])[CH:13]([NH:17][CH:25]2[CH2:24][CH2:23][C:22]3[C:27](=[C:28]([F:30])[CH:29]=[C:20]([F:19])[CH:21]=3)[CH2:26]2)[CH2:14][CH2:15][CH3:16])[N:8]=[CH:7]1)[CH2:4][CH3:5])[CH3:2]. (5) Given the reactants C(C1C(=O)C(Cl)=C(Cl)C(=O)C=1C#N)#N.[F:15][C:16]1[CH:25]=[C:24]2[C:19]([CH2:20][CH2:21][C:22](=[O:26])[NH:23]2)=[CH:18][CH:17]=1, predict the reaction product. The product is: [F:15][C:16]1[CH:25]=[C:24]2[C:19]([CH:20]=[CH:21][C:22](=[O:26])[NH:23]2)=[CH:18][CH:17]=1. (6) The product is: [I:21][C:11]1[CH:12]=[CH:13][C:8]([CH2:7][CH2:6][NH:5][S:2]([CH3:1])(=[O:4])=[O:3])=[CH:9][CH:10]=1. Given the reactants [CH3:1][S:2]([NH:5][CH2:6][CH2:7][C:8]1[CH:13]=[CH:12][CH:11]=[CH:10][CH:9]=1)(=[O:4])=[O:3].S(=O)(=O)(O)O.II.[I:21](O)(=O)(=O)=O, predict the reaction product. (7) The product is: [F:15][C:16]1[CH:21]=[CH:20][C:19]([CH2:22][O:1][C:2]2[N:6]([C:7]3[CH:12]=[C:11]([C:13]#[N:14])[CH:10]=[CH:9][N:8]=3)[N:5]=[CH:4][CH:3]=2)=[CH:18][C:17]=1[O:24][CH2:25][C:26]1[CH:27]=[CH:28][C:29]([F:32])=[CH:30][CH:31]=1. Given the reactants [OH:1][C:2]1[N:6]([C:7]2[CH:12]=[C:11]([C:13]#[N:14])[CH:10]=[CH:9][N:8]=2)[N:5]=[CH:4][CH:3]=1.[F:15][C:16]1[CH:21]=[CH:20][C:19]([CH2:22]O)=[CH:18][C:17]=1[O:24][CH2:25][C:26]1[CH:31]=[CH:30][C:29]([F:32])=[CH:28][CH:27]=1, predict the reaction product. (8) Given the reactants [Cl:1][C:2]1[CH:7]=[CH:6][C:5]([S:8](Cl)(=[O:10])=[O:9])=[CH:4][CH:3]=1.[Cl:12][C:13]1[CH:25]=[N:24][C:16]2[NH:17][C:18]3[CH2:23][CH2:22][NH:21][CH2:20][C:19]=3[C:15]=2[CH:14]=1.O, predict the reaction product. The product is: [Cl:12][C:13]1[CH:25]=[N:24][C:16]2[NH:17][C:18]3[CH2:23][CH2:22][N:21]([S:8]([C:5]4[CH:6]=[CH:7][C:2]([Cl:1])=[CH:3][CH:4]=4)(=[O:10])=[O:9])[CH2:20][C:19]=3[C:15]=2[CH:14]=1. (9) Given the reactants [CH3:1][C:2]1[N:3]=[CH:4][C:5]2[C:10]([CH:11]=1)=[CH:9][CH:8]=[CH:7][CH:6]=2.[N+:12]([O-])([O-:14])=[O:13].[K+].C(=O)([O-])[O-].[K+].[K+], predict the reaction product. The product is: [CH3:1][C:2]1[N:3]=[CH:4][C:5]2[C:10]([CH:11]=1)=[C:9]([N+:12]([O-:14])=[O:13])[CH:8]=[CH:7][CH:6]=2. (10) Given the reactants Br[C:2]1[CH:9]=[CH:8][C:5]([C:6]#[N:7])=[C:4]([F:10])[CH:3]=1.C(=O)([O-])[O-].[Cs+].[Cs+].CC1(C)C2C=CC=C(P(C3C=CC=CC=3)C3C=CC=CC=3)C=2OC2C1=CC=CC=2P(C1C=CC=CC=1)C1C=CC=CC=1.[CH:59]1[C:71]2[NH:70][C:69]3[C:64](=[CH:65][CH:66]=[CH:67][CH:68]=3)[C:63]=2[C:62]([C:72]2[CH:73]=[CH:74][C:75]([NH:78][C:79](=[O:85])[O:80][C:81]([CH3:84])([CH3:83])[CH3:82])=[N:76][CH:77]=2)=[CH:61][CH:60]=1, predict the reaction product. The product is: [C:6]([C:5]1[CH:8]=[CH:9][C:2]([N:70]2[C:71]3[CH:59]=[CH:60][CH:61]=[C:62]([C:72]4[CH:73]=[CH:74][C:75]([NH:78][C:79](=[O:85])[O:80][C:81]([CH3:83])([CH3:82])[CH3:84])=[N:76][CH:77]=4)[C:63]=3[C:64]3[C:69]2=[CH:68][CH:67]=[CH:66][CH:65]=3)=[CH:3][C:4]=1[F:10])#[N:7].